This data is from Reaction yield outcomes from USPTO patents with 853,638 reactions. The task is: Predict the reaction yield, written as a fraction of the theoretical maximum amount of product (1.0 means a 100% yield; for example, 0.34 means a 34% yield). (1) The reactants are [C:1]1([C:7]([C:9]2[CH:10]=[N:11][C:12]([N:15]3[CH2:20][CH2:19][N:18]([C:21]([O:23][C:24]([CH3:27])([CH3:26])[CH3:25])=[O:22])[CH2:17][CH2:16]3)=[N:13][CH:14]=2)=[CH2:8])[CH:6]=[CH:5][CH:4]=[CH:3][CH:2]=1.[I-].[CH3:29][S+](C)(C)=O. The catalyst is C1COCC1.CS(C)=O.C(OCC)(=O)C. The product is [C:1]1([C:7]2([C:9]3[CH:14]=[N:13][C:12]([N:15]4[CH2:16][CH2:17][N:18]([C:21]([O:23][C:24]([CH3:27])([CH3:26])[CH3:25])=[O:22])[CH2:19][CH2:20]4)=[N:11][CH:10]=3)[CH2:29][CH2:8]2)[CH:6]=[CH:5][CH:4]=[CH:3][CH:2]=1. The yield is 0.100. (2) No catalyst specified. The yield is 0.760. The reactants are [CH:1]1[C:6]([N+:7]([O-])=O)=[CH:5][CH:4]=[C:3]([Cl-]C([O-])=O)C=1.Cl.[Cl:15][C:16]1[C:23]([F:24])=[CH:22][CH:21]=[CH:20][C:17]=1[CH2:18][NH2:19].[CH3:25]CN(C(C)C)C(C)C.[Si:34]([O:41]C[C@@H](NC)CC=C)([C:37]([CH3:40])([CH3:39])[CH3:38])([CH3:36])[CH3:35].C1C[O:52][CH2:51]C1. The product is [Si:34]([O:41][CH2:1][C@@H:6]([N:7]([CH3:25])[C:51]([NH:19][CH2:18][C:17]1[CH:20]=[CH:21][CH:22]=[C:23]([F:24])[C:16]=1[Cl:15])=[O:52])[CH2:5][CH:4]=[CH2:3])([C:37]([CH3:38])([CH3:39])[CH3:40])([CH3:35])[CH3:36]. (3) The reactants are [CH2:1]([O:5][C:6]1[CH:10]=[C:9]([C:11]([O:13]C)=[O:12])[N:8]([CH2:15][C:16]2[CH:21]=[CH:20][C:19]([C:22]([F:25])([F:24])[F:23])=[CH:18][CH:17]=2)[N:7]=1)[CH2:2][CH2:3][CH3:4].[OH-].[Na+].O1CCCC1. The catalyst is C(O)C. The product is [CH2:1]([O:5][C:6]1[CH:10]=[C:9]([C:11]([OH:13])=[O:12])[N:8]([CH2:15][C:16]2[CH:17]=[CH:18][C:19]([C:22]([F:25])([F:24])[F:23])=[CH:20][CH:21]=2)[N:7]=1)[CH2:2][CH2:3][CH3:4]. The yield is 0.600. (4) The reactants are [Cl:1][C:2]1[CH:7]=[C:6]([N+:8]([O-:10])=[O:9])[CH:5]=[CH:4][C:3]=1[S:11][C:12]1[S:13][C:14]2[CH:20]=[CH:19][C:18]([C:21]([OH:23])=[O:22])=[CH:17][C:15]=2[N:16]=1.[CH3:24][Si](C=[N+]=[N-])(C)C. The catalyst is CO.C1COCC1.CCCCCC. The product is [CH3:24][O:22][C:21]([C:18]1[CH:19]=[CH:20][C:14]2[S:13][C:12]([S:11][C:3]3[CH:4]=[CH:5][C:6]([N+:8]([O-:10])=[O:9])=[CH:7][C:2]=3[Cl:1])=[N:16][C:15]=2[CH:17]=1)=[O:23]. The yield is 1.00. (5) The product is [N:22]1([CH2:27][CH2:28][NH:29][C:30]([C:32]2[C:36]([CH3:37])=[C:35]([CH:38]=[C:15]3[C:14]4[C:18](=[CH:19][CH:20]=[C:12]([S:9](=[O:11])(=[O:10])[NH:8][C:4]5[CH:5]=[CH:6][CH:7]=[C:2]([Cl:1])[CH:3]=5)[CH:13]=4)[NH:17][C:16]3=[O:21])[NH:34][C:33]=2[CH3:40])=[O:31])[CH2:26][CH2:25][CH2:24][CH2:23]1. The reactants are [Cl:1][C:2]1[CH:3]=[C:4]([NH:8][S:9]([C:12]2[CH:13]=[C:14]3[C:18](=[CH:19][CH:20]=2)[NH:17][C:16](=[O:21])[CH2:15]3)(=[O:11])=[O:10])[CH:5]=[CH:6][CH:7]=1.[N:22]1([CH2:27][CH2:28][NH:29][C:30]([C:32]2[C:36]([CH3:37])=[C:35]([CH:38]=O)[NH:34][C:33]=2[CH3:40])=[O:31])[CH2:26][CH2:25][CH2:24][CH2:23]1. No catalyst specified. The yield is 0.690. (6) The reactants are Cl[C:2]1[C:11]([C:12]([OH:14])=[O:13])=[CH:10][C:9]2[C:4](=[CH:5][CH:6]=[C:7]([Cl:15])[CH:8]=2)[N:3]=1.[CH3:16][CH2:17][CH2:18][CH:19]([NH2:23])[C:20]([OH:22])=[O:21].CC#N. The catalyst is O. The product is [C:20]([CH:19]([NH:23][C:2]1[C:11]([C:12]([OH:14])=[O:13])=[CH:10][C:9]2[C:4](=[CH:5][CH:6]=[C:7]([Cl:15])[CH:8]=2)[N:3]=1)[CH2:18][CH2:17][CH3:16])([OH:22])=[O:21]. The yield is 0.150.